Task: Predict the reactants needed to synthesize the given product.. Dataset: Full USPTO retrosynthesis dataset with 1.9M reactions from patents (1976-2016) (1) Given the product [C:15]([C:2]1[CH:7]=[CH:6][C:5]([C:8]2([C:11]([O:13][CH3:14])=[O:12])[CH2:10][CH2:9]2)=[CH:4][CH:3]=1)#[N:16], predict the reactants needed to synthesize it. The reactants are: Cl[C:2]1[CH:7]=[CH:6][C:5]([C:8]2([C:11]([O:13][CH3:14])=[O:12])[CH2:10][CH2:9]2)=[CH:4][CH:3]=1.[CH3:15][N:16]1CCCC1=O. (2) Given the product [CH2:14]([O:13][C:11]1[N:17]([CH2:19][C:20]([O:22][CH2:23][CH3:24])=[O:21])[N:18]=[CH:4][C:5]=1[C:6]([O:8][CH2:9][CH3:10])=[O:7])[CH3:15], predict the reactants needed to synthesize it. The reactants are: C(O[CH:4]=[C:5]([C:11]([O:13][CH2:14][CH3:15])=O)[C:6]([O:8][CH2:9][CH3:10])=[O:7])C.Cl.[NH:17]([CH2:19][C:20]([O:22][CH2:23][C:24]1C=CC=CC=1)=[O:21])[NH2:18].C(N(CC)CC)C.C(#N)C. (3) Given the product [F:12][C:10]1[CH:11]=[C:2]([S:28][C:24]2[CH:25]=[CH:26][CH:27]=[C:22]([F:21])[CH:23]=2)[CH:3]=[C:4]2[C:9]=1[C:8](=[O:13])[CH2:7][CH2:6][CH2:5]2, predict the reactants needed to synthesize it. The reactants are: F[C:2]1[CH:3]=[C:4]2[C:9](=[C:10]([F:12])[CH:11]=1)[C:8](=[O:13])[CH2:7][CH2:6][CH2:5]2.C(N(CC)CC)C.[F:21][C:22]1[CH:23]=[C:24]([SH:28])[CH:25]=[CH:26][CH:27]=1.O. (4) Given the product [CH2:29]([O:31][C:32]([C@@H:34]1[CH2:36][C@H:35]1[C:37]([N:8]1[CH2:7][C:4]2([CH2:5][CH2:6][N:1]([C:16]([O:18][CH:19]3[CH:20]4[CH2:28][CH:24]5[CH2:23][CH:22]([CH2:27][CH:26]3[CH2:25]5)[CH2:21]4)=[O:17])[CH2:2][CH2:3]2)[C:15]2[C:10](=[CH:11][CH:12]=[CH:13][CH:14]=2)[CH2:9]1)=[O:38])=[O:33])[CH3:30], predict the reactants needed to synthesize it. The reactants are: [N:1]1([C:16]([O:18][CH:19]2[CH:26]3[CH2:27][CH:22]4[CH2:23][CH:24]([CH2:28][CH:20]2[CH2:21]4)[CH2:25]3)=[O:17])[CH2:6][CH2:5][C:4]2([C:15]3[C:10](=[CH:11][CH:12]=[CH:13][CH:14]=3)[CH2:9][NH:8][CH2:7]2)[CH2:3][CH2:2]1.[CH2:29]([O:31][C:32]([C@@H:34]1[CH2:36][C@H:35]1[C:37](O)=[O:38])=[O:33])[CH3:30].CN(C(ON1N=NC2C=CC=NC1=2)=[N+](C)C)C.F[P-](F)(F)(F)(F)F.CCN(C(C)C)C(C)C. (5) Given the product [Cl:1][C:2]1[CH:7]=[CH:6][C:5]([CH:8]([CH:13]2[CH2:14][CH2:15][CH2:16][CH2:17]2)[C:9]([OH:11])=[O:10])=[C:4]([F:18])[CH:3]=1, predict the reactants needed to synthesize it. The reactants are: [Cl:1][C:2]1[CH:7]=[CH:6][C:5]([CH:8]([CH:13]2[CH2:17][CH2:16][CH2:15][CH2:14]2)[C:9]([O:11]C)=[O:10])=[C:4]([F:18])[CH:3]=1.CO.[OH-].[Na+].Cl. (6) Given the product [CH3:1][O:2][C:3]1[CH:11]=[CH:10][CH:9]=[C:8]2[C:4]=1[CH:5]([CH3:13])[C:6](=[O:12])[NH:7]2, predict the reactants needed to synthesize it. The reactants are: [CH3:1][O:2][C:3]1[CH:11]=[CH:10][CH:9]=[C:8]2[C:4]=1[CH2:5][C:6](=[O:12])[NH:7]2.[CH3:13]N(C)CCN(C)C.[Li+].CCC[CH2-].IC.Cl.[Cl-].[Na+]. (7) Given the product [Br:14][CH2:12][C:11]([C:8]1[CH:7]=[CH:6][C:5]([C:2]([OH:1])([CH3:4])[CH3:3])=[CH:10][CH:9]=1)=[O:13], predict the reactants needed to synthesize it. The reactants are: [OH:1][C:2]([C:5]1[CH:10]=[CH:9][C:8]([C:11](=[O:13])[CH3:12])=[CH:7][CH:6]=1)([CH3:4])[CH3:3].[Br-:14].[Br-].[Br-].[NH+]1C=CC=CC=1.[NH+]1C=CC=CC=1.[NH+]1C=CC=CC=1.